Predict the reactants needed to synthesize the given product. From a dataset of Full USPTO retrosynthesis dataset with 1.9M reactions from patents (1976-2016). (1) Given the product [Br:14][CH2:13][C:11]1[C:10]2[C:5](=[CH:6][CH:7]=[CH:8][CH:9]=2)[N:4]=[C:3]([O:2][CH3:1])[CH:12]=1, predict the reactants needed to synthesize it. The reactants are: [CH3:1][O:2][C:3]1[CH:12]=[C:11]([CH3:13])[C:10]2[C:5](=[CH:6][CH:7]=[CH:8][CH:9]=2)[N:4]=1.[Br:14]N1C(=O)CCC1=O.N(C(C)(C)C#N)=NC(C)(C)C#N. (2) Given the product [F:11][C:9]1[CH:8]=[C:7]([C:12]2[N:52]([C:48]3[CH:47]=[N:46][CH:51]=[CH:50][CH:49]=3)[N:53]=[C:14]([C:15]([OH:17])=[O:16])[CH:13]=2)[CH:6]=[C:5]([O:4][CH:3]([F:2])[F:22])[CH:10]=1, predict the reactants needed to synthesize it. The reactants are: [Li].[F:2][CH:3]([F:22])[O:4][C:5]1[CH:6]=[C:7]([C:12]([O-])=[CH:13][C:14](=O)[C:15]([O:17]CC)=[O:16])[CH:8]=[C:9]([F:11])[CH:10]=1.ClC1C=C(C2N(C3C=CC=CN=3)N=C(C(O)=O)C=2)C=C(F)C=1.Cl.[N:46]1[CH:51]=[CH:50][CH:49]=[C:48]([NH:52][NH2:53])[CH:47]=1. (3) Given the product [F:12][C:13]1[CH:14]=[N:15][C:16]([O:28][C:29]2[CH:34]=[CH:33][CH:32]=[C:31]([S:35][CH3:36])[CH:30]=2)=[C:17]([CH:27]=1)[C:18]([NH:20][CH:21]1[CH2:22][CH2:23][N:24]([C:4](=[O:6])[C:3]2[CH:7]=[CH:8][C:9]([CH3:11])=[CH:10][C:2]=2[OH:1])[CH2:25][CH2:26]1)=[O:19], predict the reactants needed to synthesize it. The reactants are: [OH:1][C:2]1[CH:10]=[C:9]([CH3:11])[CH:8]=[CH:7][C:3]=1[C:4]([OH:6])=O.[F:12][C:13]1[CH:14]=[N:15][C:16]([O:28][C:29]2[CH:34]=[CH:33][CH:32]=[C:31]([S:35][CH3:36])[CH:30]=2)=[C:17]([CH:27]=1)[C:18]([NH:20][CH:21]1[CH2:26][CH2:25][NH:24][CH2:23][CH2:22]1)=[O:19].ON1C2C=CC=CC=2N=N1.CN1CCOCC1.Cl.CN(C)CCCN=C=NCC. (4) The reactants are: [CH2:1]([O:3][CH2:4][CH2:5]Br)[CH3:2].[O:7]1[C:11]2[CH:12]=[CH:13][CH:14]=[CH:15][C:10]=2[N:9]=[C:8]1[S:16][CH2:17][CH2:18][N:19]1[CH2:24][CH2:23][N:22]([CH2:25][C:26]([NH:28][C:29]2[C:34]([CH:35]([CH3:37])[CH3:36])=[CH:33][CH:32]=[C:31]([OH:38])[C:30]=2[CH:39]([CH3:41])[CH3:40])=[O:27])[CH2:21][CH2:20]1. Given the product [O:7]1[C:11]2[CH:12]=[CH:13][CH:14]=[CH:15][C:10]=2[N:9]=[C:8]1[S:16][CH2:17][CH2:18][N:19]1[CH2:24][CH2:23][N:22]([CH2:25][C:26]([NH:28][C:29]2[C:34]([CH:35]([CH3:36])[CH3:37])=[CH:33][CH:32]=[C:31]([O:38][CH2:2][CH2:1][O:3][CH2:4][CH3:5])[C:30]=2[CH:39]([CH3:41])[CH3:40])=[O:27])[CH2:21][CH2:20]1, predict the reactants needed to synthesize it. (5) Given the product [CH2:17]([O:16][CH2:15][CH2:14][O:9][CH2:8][C:5]1[CH:6]=[CH:7][C:2]([Br:1])=[CH:3][C:4]=1[F:10])[C:18]1[CH:23]=[CH:22][CH:21]=[CH:20][CH:19]=1, predict the reactants needed to synthesize it. The reactants are: [Br:1][C:2]1[CH:7]=[CH:6][C:5]([CH2:8][OH:9])=[C:4]([F:10])[CH:3]=1.[H-].[Na+].Br[CH2:14][CH2:15][O:16][CH2:17][C:18]1[CH:23]=[CH:22][CH:21]=[CH:20][CH:19]=1.